Dataset: Catalyst prediction with 721,799 reactions and 888 catalyst types from USPTO. Task: Predict which catalyst facilitates the given reaction. (1) Reactant: [Cl:1][C:2]1[CH:10]=[C:9]([C:11]([NH:13][CH:14]([C:16]2[NH:20][C:19]3[CH:21]=[CH:22][C:23]([Cl:25])=[CH:24][C:18]=3[N:17]=2)[CH3:15])=[O:12])[CH:8]=[CH:7][C:3]=1[C:4]([OH:6])=O.CN(C(O[N:34]1N=[N:41][C:36]2C=[CH:38][CH:39]=[CH:40][C:35]1=2)=[N+](C)C)C.[B-](F)(F)(F)F.C(N(C(C)C)CC)(C)C.ClCl.[O:59]1CCCC1. Product: [Cl:25][C:23]1[CH:22]=[CH:21][C:19]2[NH:20][C:16]([CH:14]([NH:13][C:11](=[O:12])[C:9]3[CH:8]=[CH:7][C:3]([C:4]([N:34]4[CH2:38][CH2:39][CH2:40][C@@H:35]4[C:36]([NH2:41])=[O:59])=[O:6])=[C:2]([Cl:1])[CH:10]=3)[CH3:15])=[N:17][C:18]=2[CH:24]=1. The catalyst class is: 429. (2) Product: [CH3:51][O:50][C:44]1[N:45]=[C:46]([O:48][CH3:49])[N:47]=[C:42]([NH:40][C:30]2[CH:31]=[CH:32][C:33]([N:34]3[CH:38]=[C:37]([CH3:39])[N:36]=[CH:35]3)=[C:28]([O:27][CH3:26])[CH:29]=2)[N:43]=1. Reactant: C1(C2C=CC=CC=2)C=CC=CC=1P(C1CCCCC1)C1CCCCC1.[CH3:26][O:27][C:28]1[CH:29]=[C:30]([NH2:40])[CH:31]=[CH:32][C:33]=1[N:34]1[CH:38]=[C:37]([CH3:39])[N:36]=[CH:35]1.Cl[C:42]1[N:47]=[C:46]([O:48][CH3:49])[N:45]=[C:44]([O:50][CH3:51])[N:43]=1.C(=O)([O-])[O-].[K+].[K+].[Cl-].[Na+]. The catalyst class is: 160.